This data is from Catalyst prediction with 721,799 reactions and 888 catalyst types from USPTO. The task is: Predict which catalyst facilitates the given reaction. (1) Reactant: [CH3:1][N:2]([CH3:15])[CH2:3][CH2:4][CH2:5][O:6][C:7]1[CH:12]=[CH:11][C:10]([CH3:13])=[CH:9][C:8]=1[NH2:14].C(N(CC)CC)C.ClC(Cl)(O[C:27](=[O:33])OC(Cl)(Cl)Cl)Cl.[NH2:35][C:36]1[CH:41]=[N:40][CH:39]=[CH:38][N:37]=1. Product: [CH3:15][N:2]([CH3:1])[CH2:3][CH2:4][CH2:5][O:6][C:7]1[CH:12]=[CH:11][C:10]([CH3:13])=[CH:9][C:8]=1[NH:14][C:27]([NH:35][C:36]1[CH:41]=[N:40][CH:39]=[CH:38][N:37]=1)=[O:33]. The catalyst class is: 11. (2) Reactant: [CH2:1]([O:3][C:4]([N:6]=[C:7]=[S:8])=[O:5])[CH3:2].[Cl:9][C:10]1[N:15]=[C:14](Cl)[C:13]([NH2:17])=[CH:12][N:11]=1. Product: [Cl:9][C:10]1[N:11]=[CH:12][C:13]2[N:17]=[C:7]([NH:6][C:4](=[O:5])[O:3][CH2:1][CH3:2])[S:8][C:14]=2[N:15]=1. The catalyst class is: 5. (3) Reactant: Br[C:2]1[CH:3]=[C:4]([CH2:8][C@H:9]([NH:22][C:23](=[O:29])[O:24][C:25]([CH3:28])([CH3:27])[CH3:26])[C:10]([N:12]([C:14]2[CH:19]=[CH:18][C:17]([O:20][CH3:21])=[CH:16][CH:15]=2)[CH3:13])=[O:11])[CH:5]=[CH:6][CH:7]=1.[C:30](=[S:33])([O-:32])[CH3:31].[K+].CC1(C)C2C(=C(P(C3C=CC=CC=3)C3C=CC=CC=3)C=CC=2)OC2C(P(C3C=CC=CC=3)C3C=CC=CC=3)=CC=CC1=2.CCN(C(C)C)C(C)C. Product: [C:30](=[O:32])([S:33][C:2]1[CH:7]=[CH:6][CH:5]=[C:4]([CH2:8][C@H:9]([NH:22][C:23]([O:24][C:25]([CH3:28])([CH3:27])[CH3:26])=[O:29])[C:10]([N:12]([C:14]2[CH:19]=[CH:18][C:17]([O:20][CH3:21])=[CH:16][CH:15]=2)[CH3:13])=[O:11])[CH:3]=1)[CH3:31]. The catalyst class is: 62. (4) Reactant: [F:1][C:2]1[CH:3]=[CH:4][C:5]([OH:28])=[C:6]([CH:27]=1)[C:7]([NH:9][C:10]1[C:11]([C:23]([O:25]C)=[O:24])=[C:12]([C:15]2[CH:20]=[CH:19][C:18]([CH3:21])=[CH:17][C:16]=2[F:22])[S:13][CH:14]=1)=[O:8].[OH-].[Li+]. Product: [F:1][C:2]1[CH:3]=[CH:4][C:5]([OH:28])=[C:6]([CH:27]=1)[C:7]([NH:9][C:10]1[C:11]([C:23]([OH:25])=[O:24])=[C:12]([C:15]2[CH:20]=[CH:19][C:18]([CH3:21])=[CH:17][C:16]=2[F:22])[S:13][CH:14]=1)=[O:8]. The catalyst class is: 193. (5) Reactant: [F:1][C:2]([F:18])([F:17])[CH2:3][NH:4][C:5]1[CH:12]=[CH:11][C:8]([C:9]#[N:10])=[C:7]([C:13]([F:16])([F:15])[F:14])[CH:6]=1.Cl[CH2:20][C:21]1[O:22][C:23]([CH2:26][O:27][CH2:28][C:29]2[CH:34]=[CH:33][CH:32]=[CH:31][CH:30]=2)=[CH:24][N:25]=1. Product: [C:29]1([CH2:28][O:27][CH2:26][C:23]2[O:22][C:21]([CH2:20][N:4]([CH2:3][C:2]([F:17])([F:18])[F:1])[C:5]3[CH:12]=[CH:11][C:8]([C:9]#[N:10])=[C:7]([C:13]([F:16])([F:14])[F:15])[CH:6]=3)=[N:25][CH:24]=2)[CH:30]=[CH:31][CH:32]=[CH:33][CH:34]=1. The catalyst class is: 3.